This data is from Forward reaction prediction with 1.9M reactions from USPTO patents (1976-2016). The task is: Predict the product of the given reaction. (1) Given the reactants [Br:1][C:2]1[CH:3]=[CH:4][C:5]2[O:9][C:8]([C:10]([C:12]3[CH:17]=[CH:16][CH:15]=[CH:14][CH:13]=3)=O)=[CH:7][C:6]=2[CH:18]=1.C([BH3-])#N.[Na+], predict the reaction product. The product is: [CH2:10]([C:8]1[O:9][C:5]2[CH:4]=[CH:3][C:2]([Br:1])=[CH:18][C:6]=2[CH:7]=1)[C:12]1[CH:13]=[CH:14][CH:15]=[CH:16][CH:17]=1. (2) Given the reactants [CH2:1]([NH:3][C:4]([C:6]1[CH:11]=[CH:10][C:9]([N:12]2[C:16]([CH:17]=[C:18]([CH3:20])[CH3:19])=[C:15]([C:21]([OH:23])=O)[N:14]=[N:13]2)=[CH:8][CH:7]=1)=[O:5])[CH3:2].C1C=C[C:27]2N(O)N=[N:30][C:28]=2[CH:29]=1.C1(N)CC1.CCN=C=NCCCN(C)C, predict the reaction product. The product is: [CH:28]1([NH:30][C:21]([C:15]2[N:14]=[N:13][N:12]([C:9]3[CH:8]=[CH:7][C:6]([C:4]([NH:3][CH2:1][CH3:2])=[O:5])=[CH:11][CH:10]=3)[C:16]=2[CH:17]=[C:18]([CH3:20])[CH3:19])=[O:23])[CH2:29][CH2:27]1. (3) Given the reactants [OH:1][C:2]1[C:7]([CH3:8])=[CH:6][C:5]([C:9]2[NH:18][C:17](=[O:19])[C:16]3[C:11](=[CH:12][CH:13]=[C:14]([N+:20]([O-])=O)[CH:15]=3)[N:10]=2)=[CH:4][C:3]=1[CH3:23], predict the reaction product. The product is: [NH2:20][C:14]1[CH:15]=[C:16]2[C:11](=[CH:12][CH:13]=1)[N:10]=[C:9]([C:5]1[CH:6]=[C:7]([CH3:8])[C:2]([OH:1])=[C:3]([CH3:23])[CH:4]=1)[NH:18][C:17]2=[O:19]. (4) Given the reactants [CH2:1]([O:8][C:9]([C:11]1[C:19]([CH3:20])=[C:18]2[C:14]([C:15]3[CH2:24][CH2:23][O:22][C:21]([CH2:28][C:29]([O:31][CH2:32][CH3:33])=[O:30])([CH2:25][CH2:26][CH3:27])[C:16]=3[NH:17]2)=[C:13](Br)[CH:12]=1)=[O:10])[C:2]1[CH:7]=[CH:6][CH:5]=[CH:4][CH:3]=1.[CH3:35][N:36]1CCCC1=O.C([Cu])#N.O, predict the reaction product. The product is: [CH2:1]([O:8][C:9]([C:11]1[C:19]([CH3:20])=[C:18]2[C:14]([C:15]3[CH2:24][CH2:23][O:22][C:21]([CH2:28][C:29]([O:31][CH2:32][CH3:33])=[O:30])([CH2:25][CH2:26][CH3:27])[C:16]=3[NH:17]2)=[C:13]([C:35]#[N:36])[CH:12]=1)=[O:10])[C:2]1[CH:7]=[CH:6][CH:5]=[CH:4][CH:3]=1. (5) Given the reactants [F:1][CH:2]([F:23])[O:3][CH2:4][C@@H:5]([N:12]1C(=O)C2C(=CC=CC=2)C1=O)[C:6]1[CH:11]=[CH:10][CH:9]=[CH:8][CH:7]=1.O.NN, predict the reaction product. The product is: [F:1][CH:2]([F:23])[O:3][CH2:4][C@H:5]([C:6]1[CH:11]=[CH:10][CH:9]=[CH:8][CH:7]=1)[NH2:12]. (6) Given the reactants [Si:1]([O:8][C@@H:9]1[C@@:29]2([CH3:30])[C:13](=[CH:14][CH:15]=[C:16]3[C@@H:28]2[CH2:27][CH2:26][C@@:25]2([CH3:31])[C@H:17]3[CH2:18][CH:19]=[C:20]2[C:21]([OH:24])([CH3:23])[CH3:22])[CH2:12][C@@H:11]([O:32][Si:33]([C:36]([CH3:39])([CH3:38])[CH3:37])([CH3:35])[CH3:34])[CH2:10]1)([C:4]([CH3:7])([CH3:6])[CH3:5])([CH3:3])[CH3:2].[CH3:40][N:41]([CH3:46])[C:42](=[O:45])[CH:43]=[CH2:44].[H-].[Na+], predict the reaction product. The product is: [Si:1]([O:8][C@@H:9]1[C@@:29]2([CH3:30])[C:13](=[CH:14][CH:15]=[C:16]3[C@@H:28]2[CH2:27][CH2:26][C@@:25]2([CH3:31])[C@H:17]3[CH2:18][CH:19]=[C:20]2[C:21]([O:24][CH2:44][CH2:43][C:42]([N:41]([CH3:46])[CH3:40])=[O:45])([CH3:23])[CH3:22])[CH2:12][C@@H:11]([O:32][Si:33]([C:36]([CH3:39])([CH3:38])[CH3:37])([CH3:34])[CH3:35])[CH2:10]1)([C:4]([CH3:7])([CH3:6])[CH3:5])([CH3:3])[CH3:2]. (7) The product is: [Br:8][C:9]1[CH:10]=[CH:11][C:12]([CH:15]([C:16]2[CH:33]=[CH:32][C:19]3[CH2:20][CH2:21][NH:22][CH2:23][CH2:24][C:18]=3[CH:17]=2)[C:34]#[N:35])=[N:13][CH:14]=1. Given the reactants FC(F)(F)C(O)=O.[Br:8][C:9]1[CH:10]=[CH:11][C:12]([CH:15]([C:34]#[N:35])[C:16]2[CH:33]=[CH:32][C:19]3[CH2:20][CH2:21][N:22](C(OC(C)(C)C)=O)[CH2:23][CH2:24][C:18]=3[CH:17]=2)=[N:13][CH:14]=1, predict the reaction product.